This data is from Catalyst prediction with 721,799 reactions and 888 catalyst types from USPTO. The task is: Predict which catalyst facilitates the given reaction. (1) Reactant: [CH2:1]([O:8][C:9]1[CH:10]=[CH:11][C:12]([O:28][CH:29]([CH3:31])[CH3:30])=[C:13]([C:15]2[NH:27][C:18]3=[N:19][C:20]([C:23](OC)=[O:24])=[CH:21][CH:22]=[C:17]3[N:16]=2)[CH:14]=1)[C:2]1[CH:7]=[CH:6][CH:5]=[CH:4][CH:3]=1.[H-].[Al+3].[Li+].[H-].[H-].[H-].O. Product: [CH2:1]([O:8][C:9]1[CH:10]=[CH:11][C:12]([O:28][CH:29]([CH3:31])[CH3:30])=[C:13]([C:15]2[NH:27][C:18]3=[N:19][C:20]([CH2:23][OH:24])=[CH:21][CH:22]=[C:17]3[N:16]=2)[CH:14]=1)[C:2]1[CH:3]=[CH:4][CH:5]=[CH:6][CH:7]=1. The catalyst class is: 7. (2) The catalyst class is: 14. Product: [Cl:1][C:2]1[CH:3]=[N:4][CH:5]=[CH:6][C:7]=1[C:8]1[N:13]=[C:12]([N:14]2[CH2:15][CH2:16][CH:17]([NH2:20])[CH2:18][CH2:19]2)[CH:11]=[N:10][C:9]=1[C:31]1[CH:36]=[CH:35][C:34]([C:37]([F:38])([F:39])[F:40])=[CH:33][N:32]=1. Reactant: [Cl:1][C:2]1[CH:3]=[N:4][CH:5]=[CH:6][C:7]=1[C:8]1[N:13]=[C:12]([N:14]2[CH2:19][CH2:18][CH:17]([N:20]3C(=O)C4C(=CC=CC=4)C3=O)[CH2:16][CH2:15]2)[CH:11]=[N:10][C:9]=1[C:31]1[CH:36]=[CH:35][C:34]([C:37]([F:40])([F:39])[F:38])=[CH:33][N:32]=1.NN. (3) Reactant: [N+:1]([O-:4])(O)=[O:2].[CH2:5]([O:12][C:13]1[CH:14]=[C:15]([CH:18]=[CH:19][C:20]=1[O:21][CH3:22])[C:16]#[N:17])[C:6]1[CH:11]=[CH:10][CH:9]=[CH:8][CH:7]=1. Product: [CH2:5]([O:12][C:13]1[C:20]([O:21][CH3:22])=[CH:19][C:18]([N+:1]([O-:4])=[O:2])=[C:15]([CH:14]=1)[C:16]#[N:17])[C:6]1[CH:7]=[CH:8][CH:9]=[CH:10][CH:11]=1. The catalyst class is: 15. (4) Reactant: [CH3:1][O:2][C:3]([C:5]1([CH:13]=O)[CH2:10][CH2:9][C:8]([CH3:12])([CH3:11])[CH2:7][CH2:6]1)=[O:4].C([O-])(=O)C.[Na+].Cl.[CH2:21]([O:28][NH2:29])[C:22]1[CH:27]=[CH:26][CH:25]=[CH:24][CH:23]=1. Product: [CH3:1][O:2][C:3]([C:5]1([CH:13]=[N:29][O:28][CH2:21][C:22]2[CH:27]=[CH:26][CH:25]=[CH:24][CH:23]=2)[CH2:6][CH2:7][C:8]([CH3:11])([CH3:12])[CH2:9][CH2:10]1)=[O:4]. The catalyst class is: 5. (5) Reactant: C12CC(CC1)CC2N[C:9]1[CH:14]=[C:13]([N:15]2[CH2:19][CH2:18][C@@H:17]([NH:20][CH3:21])[CH2:16]2)[CH:12]=[CH:11][N:10]=1.CCOCC.C(Cl)[Cl:28].Cl. Product: [Cl:28][C:9]1[CH:14]=[C:13]([N:15]2[CH2:19][CH2:18][C@@H:17]([NH:20][CH3:21])[CH2:16]2)[CH:12]=[CH:11][N:10]=1. The catalyst class is: 28. (6) Reactant: [C:1]([O:9][CH2:10][CH3:11])(=[O:8])[CH2:2][C:3]([O:5][CH2:6][CH3:7])=[O:4].C(=O)([O-])[O-].[K+].[K+].[CH2:18](Br)[CH:19]=[CH2:20]. Product: [CH2:20]([CH:2]([C:3]([O:5][CH2:6][CH3:7])=[O:4])[C:1]([O:9][CH2:10][CH3:11])=[O:8])[CH:19]=[CH2:18]. The catalyst class is: 23. (7) Reactant: [CH3:1][O:2][C:3]1[C:4]([CH3:34])=[C:5]([C:25]([O:32][CH3:33])=[C:26]([O:30][CH3:31])[C:27]=1[O:28][CH3:29])[CH2:6][C:7]1[CH:8]=[CH:9][C:10](OS(C(F)(F)F)(=O)=O)=[C:11]([CH:16]=1)[C:12]([O:14][CH3:15])=[O:13].C(=O)([O-])[O-].[Na+].[Na+].[Cl-].[Li+].B1([C:49]2[CH:54]=[CH:53][CH:52]=[N:51][CH:50]=2)OCCCO1. Product: [CH3:1][O:2][C:3]1[C:4]([CH3:34])=[C:5]([C:25]([O:32][CH3:33])=[C:26]([O:30][CH3:31])[C:27]=1[O:28][CH3:29])[CH2:6][C:7]1[CH:8]=[CH:9][C:10]([C:49]2[CH:50]=[N:51][CH:52]=[CH:53][CH:54]=2)=[C:11]([CH:16]=1)[C:12]([O:14][CH3:15])=[O:13]. The catalyst class is: 133. (8) Reactant: FC(F)(F)C(O)=O.[O:8]1[C:12]2[CH:13]=[CH:14][CH:15]=[CH:16][C:11]=2[C:10]([NH:17][C:18]([N:20]2[CH2:25][CH2:24][NH:23][CH2:22][CH2:21]2)=[O:19])=[N:9]1.C(N(CC)CC)C.Cl.[N:34]1[CH:39]=[CH:38][CH:37]=[CH:36][C:35]=1[C:40](Cl)=[O:41].O. Product: [O:8]1[C:12]2[CH:13]=[CH:14][CH:15]=[CH:16][C:11]=2[C:10]([NH:17][C:18]([N:20]2[CH2:25][CH2:24][N:23]([C:40]([C:35]3[CH:36]=[CH:37][CH:38]=[CH:39][N:34]=3)=[O:41])[CH2:22][CH2:21]2)=[O:19])=[N:9]1. The catalyst class is: 7.